From a dataset of Forward reaction prediction with 1.9M reactions from USPTO patents (1976-2016). Predict the product of the given reaction. (1) Given the reactants Cl[C:2]1[CH:3]=[CH:4][C:5]([N+:9]([O-:11])=[O:10])=[C:6]([CH:8]=1)[NH2:7].[CH:12]([N:15]1[CH2:20][CH2:19][NH:18][CH2:17][CH2:16]1)([CH3:14])[CH3:13].C(=O)([O-])[O-].[K+].[K+].O, predict the reaction product. The product is: [CH:12]([N:15]1[CH2:20][CH2:19][N:18]([C:2]2[CH:3]=[CH:4][C:5]([N+:9]([O-:11])=[O:10])=[C:6]([NH2:7])[CH:8]=2)[CH2:17][CH2:16]1)([CH3:14])[CH3:13]. (2) Given the reactants [C:1]([N:5]1[CH2:8][CH:7]([N:9]2[CH2:14][CH2:13][CH:12]([C:15]([NH:17][CH2:18][C:19]3[CH:24]=[C:23]([Cl:25])[C:22]([Cl:26])=[CH:21][C:20]=3[O:27]C)=[O:16])[CH2:11][CH2:10]2)[CH2:6]1)(=[O:4])[CH:2]=[CH2:3].B(Br)(Br)Br.C([O-])(O)=O.[Na+], predict the reaction product. The product is: [Cl:26][C:22]1[C:23]([Cl:25])=[CH:24][C:19]([CH2:18][NH:17][C:15]([CH:12]2[CH2:11][CH2:10][N:9]([CH:7]3[CH2:8][N:5]([C:1](=[O:4])[CH:2]=[CH2:3])[CH2:6]3)[CH2:14][CH2:13]2)=[O:16])=[C:20]([OH:27])[CH:21]=1. (3) Given the reactants C[O:2][C:3](=[O:37])[C:4]1[CH:9]=[C:8]([O:10][CH3:11])[CH:7]=[CH:6][C:5]=1[NH:12][C:13]1[N:17]([C:18]2[CH:23]=[CH:22][CH:21]=[CH:20][C:19]=2[CH2:24][CH3:25])[N:16]=[C:15]([CH3:26])[C:14]=1[C:27]1[CH:28]=[C:29]2[C:34](=[CH:35][CH:36]=1)[N:33]=[CH:32][CH:31]=[N:30]2.[OH-].[Na+].Cl, predict the reaction product. The product is: [N:33]1[C:34]2[C:29](=[CH:28][C:27]([C:14]3[C:15]([CH3:26])=[N:16][N:17]([C:18]4[CH:23]=[CH:22][CH:21]=[CH:20][C:19]=4[CH2:24][CH3:25])[C:13]=3[NH:12][C:5]3[CH:6]=[CH:7][C:8]([O:10][CH3:11])=[CH:9][C:4]=3[C:3]([OH:37])=[O:2])=[CH:36][CH:35]=2)[N:30]=[CH:31][CH:32]=1.